Dataset: Reaction yield outcomes from USPTO patents with 853,638 reactions. Task: Predict the reaction yield, written as a fraction of the theoretical maximum amount of product (1.0 means a 100% yield; for example, 0.34 means a 34% yield). (1) The reactants are [CH3:1][O:2][C:3]1[CH:4]=[C:5]([C:9]([CH3:14])([CH3:13])C(O)=O)[CH:6]=[CH:7][CH:8]=1.C1(C)C=CC=CC=1.C([N:24]([CH2:27]C)CC)C.C1C=CC([O:35]P(OC2C=CC=CC=2)(N=[N+]=[N-])=O)=CC=1.[CH2:48]([OH:55])[C:49]1[CH:54]=[CH:53][CH:52]=[CH:51][CH:50]=1. The catalyst is C(O)(=O)CC(CC(O)=O)(C(O)=O)O. The product is [CH2:48]([O:55][C:27](=[O:35])[NH:24][C:9]([C:5]1[CH:6]=[CH:7][CH:8]=[C:3]([O:2][CH3:1])[CH:4]=1)([CH3:13])[CH3:14])[C:49]1[CH:54]=[CH:53][CH:52]=[CH:51][CH:50]=1. The yield is 0.920. (2) The reactants are [CH3:1][C:2]1[C:6]([CH2:7][N:8]2[CH:12]=[C:11]([N:13]3[C:17](=[O:18])[CH2:16][NH:15][C:14]3=[O:19])[CH:10]=[N:9]2)=[C:5]([CH3:20])[O:4][N:3]=1.Cl.[CH3:22][O:23]C(=O)[C@H](CO)N.C(N(CC)CC)C. The catalyst is C1(C)C=CC=CC=1. The product is [CH3:1][C:2]1[C:6]([CH2:7][N:8]2[CH:12]=[C:11]([N:13]3[C:17](=[O:18])[CH:16]([CH2:22][OH:23])[NH:15][C:14]3=[O:19])[CH:10]=[N:9]2)=[C:5]([CH3:20])[O:4][N:3]=1. The yield is 0.250. (3) The reactants are [NH2:1][CH:2]([C:5]1[N:6]([C:15]2[CH:20]=[CH:19][CH:18]=[C:17]([CH3:21])[CH:16]=2)[C:7](=[O:14])[C:8]2[S:13][CH:12]=[CH:11][C:9]=2[N:10]=1)[CH2:3][CH3:4].Cl[C:23]1[N:31]=[CH:30][N:29]=[C:28]2[C:24]=1[N:25]=[CH:26][N:27]2[CH:32]1[CH2:37][CH2:36][CH2:35][CH2:34][O:33]1. The product is [CH3:21][C:17]1[CH:16]=[C:15]([N:6]2[C:7](=[O:14])[C:8]3[S:13][CH:12]=[CH:11][C:9]=3[N:10]=[C:5]2[CH:2]([NH:1][C:23]2[N:31]=[CH:30][N:29]=[C:28]3[C:24]=2[N:25]=[CH:26][N:27]3[CH:32]2[CH2:37][CH2:36][CH2:35][CH2:34][O:33]2)[CH2:3][CH3:4])[CH:20]=[CH:19][CH:18]=1. No catalyst specified. The yield is 0.790. (4) The reactants are [CH2:1]([C@@H:8]1[CH2:12][O:11][C:10](=[O:13])[NH:9]1)[C:2]1[CH:7]=[CH:6][CH:5]=[CH:4][CH:3]=1.[Li]CCCC.[C:19](Cl)(=[O:24])[CH2:20][CH:21]([CH3:23])[CH3:22]. The catalyst is C1COCC1. The product is [CH2:1]([C@@H:8]1[CH2:12][O:11][C:10](=[O:13])[N:9]1[C:19](=[O:24])[CH2:20][CH:21]([CH3:23])[CH3:22])[C:2]1[CH:3]=[CH:4][CH:5]=[CH:6][CH:7]=1. The yield is 0.950.